Dataset: Full USPTO retrosynthesis dataset with 1.9M reactions from patents (1976-2016). Task: Predict the reactants needed to synthesize the given product. (1) Given the product [Cl:21][C:22]1[CH:28]=[CH:27][CH:26]=[CH:25][C:23]=1[NH:24][C:14]([C:12]1[S:13][C:9]([S:8][C:7]2[C:2]([Cl:1])=[CH:3][N:4]=[CH:5][C:6]=2[Cl:20])=[C:10]([N+:17]([O-:19])=[O:18])[CH:11]=1)=[O:15], predict the reactants needed to synthesize it. The reactants are: [Cl:1][C:2]1[CH:3]=[N:4][CH:5]=[C:6]([Cl:20])[C:7]=1[S:8][C:9]1[S:13][C:12]([C:14](Cl)=[O:15])=[CH:11][C:10]=1[N+:17]([O-:19])=[O:18].[Cl:21][C:22]1[CH:28]=[CH:27][CH:26]=[CH:25][C:23]=1[NH2:24]. (2) Given the product [CH2:1]([N:8]1[CH2:12][CH:11]([CH2:13][I:40])[CH2:10][C:9]1=[O:15])[C:2]1[CH:7]=[CH:6][CH:5]=[CH:4][CH:3]=1, predict the reactants needed to synthesize it. The reactants are: [CH2:1]([N:8]1[CH2:12][CH:11]([CH2:13]O)[CH2:10][C:9]1=[O:15])[C:2]1[CH:7]=[CH:6][CH:5]=[CH:4][CH:3]=1.C1(P(C2C=CC=CC=2)C2C=CC=CC=2)C=CC=CC=1.N1C=CN=C1.[I:40]I. (3) Given the product [C:1]([CH2:9][CH2:10][CH2:11][CH2:12][C:13]([O:15][CH3:16])=[O:14])#[N:2], predict the reactants needed to synthesize it. The reactants are: [C-:1]#[N:2].[Na+].CS(C)=O.Br[CH2:9][CH2:10][CH2:11][CH2:12][C:13]([O:15][CH3:16])=[O:14]. (4) Given the product [Cl:1][C:2]1[C:7]([S:8]([CH3:11])(=[O:10])=[O:9])=[CH:6][CH:5]=[CH:4][C:3]=1[C:12]1[CH2:13][CH2:14][N:15]([CH2:19][CH2:20][CH3:21])[CH2:16][CH:17]=1, predict the reactants needed to synthesize it. The reactants are: [Cl:1][C:2]1[C:7]([S:8]([CH3:11])(=[O:10])=[O:9])=[CH:6][CH:5]=[CH:4][C:3]=1[C:12]1[CH:17]=[CH:16][N:15]=[CH:14][CH:13]=1.I[CH2:19][CH2:20][CH3:21].[BH4-].[Na+]. (5) Given the product [C:1]([O:5][C:6](=[O:7])[NH:8][C:9]1[S:10][C:11]([C:17]2([CH3:20])[CH2:19][CH2:18]2)=[C:12]([CH2:14][OH:15])[N:13]=1)([CH3:4])([CH3:2])[CH3:3], predict the reactants needed to synthesize it. The reactants are: [C:1]([O:5][C:6]([NH:8][C:9]1[S:10][C:11]([C:17]2([CH3:20])[CH2:19][CH2:18]2)=[C:12]([C:14](O)=[O:15])[N:13]=1)=[O:7])([CH3:4])([CH3:3])[CH3:2].C(N(CC)CC)C.ClC(OCC(C)C)=O.[BH4-].[Na+].CO. (6) Given the product [Cl:10][C:11]1[CH:12]=[CH:13][C:14]([C:17]2[NH:21][N:20]=[CH:19][C:18]=2[C:22]([N:30]2[CH:26]([CH3:25])[CH2:27][C:28]([C:32]3[CH:37]=[CH:36][CH:35]=[CH:34][CH:33]=3)([OH:31])[CH2:29]2)=[O:24])=[CH:15][CH:16]=1, predict the reactants needed to synthesize it. The reactants are: C(N(C(C)C)C(C)C)C.[Cl:10][C:11]1[CH:16]=[CH:15][C:14]([C:17]2[NH:21][N:20]=[CH:19][C:18]=2[C:22]([OH:24])=O)=[CH:13][CH:12]=1.[CH3:25][CH:26]1[NH:30][CH2:29][C:28]([C:32]2[CH:37]=[CH:36][CH:35]=[CH:34][CH:33]=2)([OH:31])[CH2:27]1.CN(C(ON1N=NC2C=CC=CC1=2)=[N+](C)C)C.[B-](F)(F)(F)F. (7) Given the product [F:10][C:11]1[CH:12]=[C:13]([CH:14]=[CH:15][C:2]2[CH:7]=[CH:6][C:5]([CH2:8][OH:9])=[CH:4][CH:3]=2)[CH:16]=[CH:17][CH:18]=1, predict the reactants needed to synthesize it. The reactants are: Br[C:2]1[CH:7]=[CH:6][C:5]([CH2:8][OH:9])=[CH:4][CH:3]=1.[F:10][C:11]1[CH:12]=[C:13]([CH:16]=[CH:17][CH:18]=1)[CH:14]=[CH2:15].C1(P(C2C=CC=CC=2)C2C=CC=CC=2)C=CC=CC=1.